This data is from Forward reaction prediction with 1.9M reactions from USPTO patents (1976-2016). The task is: Predict the product of the given reaction. (1) Given the reactants [N:1]1[C:10]2[C:5](=[CH:6][CH:7]=[CH:8][C:9]=2[NH:11][CH2:12][C:13]([C:28]([F:31])([F:30])[F:29])([OH:27])[CH2:14][C:15]([C:18]2[CH:23]=[C:22]([F:24])[CH:21]=[CH:20][C:19]=2[O:25]C)([CH3:17])[CH3:16])[CH:4]=[CH:3][CH:2]=1.B(Br)(Br)Br.C(Cl)Cl.C([O-])(O)=O.[Na+], predict the reaction product. The product is: [N:1]1[C:10]2[C:5](=[CH:6][CH:7]=[CH:8][C:9]=2[NH:11][CH2:12][C:13]([C:28]([F:31])([F:29])[F:30])([OH:27])[CH2:14][C:15]([C:18]2[CH:23]=[C:22]([F:24])[CH:21]=[CH:20][C:19]=2[OH:25])([CH3:17])[CH3:16])[CH:4]=[CH:3][CH:2]=1. (2) Given the reactants [NH2:1][NH:2][C:3]([C:5]1[C:10]([CH3:11])=[CH:9][CH:8]=[CH:7][N:6]=1)=[NH:4].[F:12][C:13]1[CH:14]=[CH:15][C:16]([OH:21])=[C:17]([CH:20]=1)[CH:18]=O, predict the reaction product. The product is: [F:12][C:13]1[CH:14]=[CH:15][C:16]([OH:21])=[C:17]([C:18]2[NH:1][N:2]=[C:3]([C:5]3[C:10]([CH3:11])=[CH:9][CH:8]=[CH:7][N:6]=3)[N:4]=2)[CH:20]=1. (3) Given the reactants C(OC([N:8]1[CH2:13][CH2:12][N:11]([C:14]2[C:15]3[C:32]([CH:33]4[CH2:35][CH2:34]4)=[CH:31][N:30]=[C:29]([Cl:36])[C:16]=3[N:17]=[C:18]([C:20]3[CH:25]=[CH:24][N:23]=[C:22]4[NH:26][CH:27]=[CH:28][C:21]=34)[N:19]=2)[CH2:10][CH2:9]1)=O)(C)(C)C.Cl, predict the reaction product. The product is: [Cl:36][C:29]1[C:16]2[N:17]=[C:18]([C:20]3[CH:25]=[CH:24][N:23]=[C:22]4[NH:26][CH:27]=[CH:28][C:21]=34)[N:19]=[C:14]([N:11]3[CH2:12][CH2:13][NH:8][CH2:9][CH2:10]3)[C:15]=2[C:32]([CH:33]2[CH2:35][CH2:34]2)=[CH:31][N:30]=1.